This data is from Catalyst prediction with 721,799 reactions and 888 catalyst types from USPTO. The task is: Predict which catalyst facilitates the given reaction. (1) The catalyst class is: 10. Reactant: [CH3:1][CH:2]1[C:10]2[C:9](O)=[N:8][CH:7]=[N:6][C:5]=2[CH2:4][O:3]1.O=P(Cl)(Cl)[Cl:14]. Product: [Cl:14][C:9]1[C:10]2[CH:2]([CH3:1])[O:3][CH2:4][C:5]=2[N:6]=[CH:7][N:8]=1. (2) Reactant: Cl[C:2]1[CH:7]=[C:6]2[NH:8][C:9](=[O:42])[C@:10]3([C@@H:14]([C:15]4[CH:20]=[CH:19][CH:18]=[C:17]([Cl:21])[C:16]=4[F:22])[C@H:13]([C:23]([NH:25][C:26]4[CH:36]=[CH:35][C:29]([O:30][CH2:31][C:32](O)=[O:33])=[CH:28][CH:27]=4)=[O:24])[NH:12][C@H:11]3[CH2:37][C:38]([CH3:41])([CH3:40])[CH3:39])[C:5]2=[CH:4][CH:3]=1.C(N(CC)C(C)C)(C)C.F[P-](F)(F)(F)(F)F.N1(OC(N(C)C)=[N+](C)C)C2N=CC=CC=2N=N1.[NH4+:76].[Cl-:77]. Product: [C:32]([CH2:31][O:30][C:29]1[CH:35]=[CH:36][C:26]([NH:25][C:23]([CH:13]2[NH:12][CH:11]([CH2:37][C:38]([CH3:41])([CH3:40])[CH3:39])[C:10]3([C:5]4[C:6](=[CH:7][C:2]([Cl:77])=[CH:3][CH:4]=4)[NH:8][C:9]3=[O:42])[CH:14]2[C:15]2[CH:20]=[CH:19][CH:18]=[C:17]([Cl:21])[C:16]=2[F:22])=[O:24])=[CH:27][CH:28]=1)(=[O:33])[NH2:76]. The catalyst class is: 31. (3) Reactant: C([O:4][C@@H:5]1[C@@H:10]([O:11]C(=O)C)[C@H:9]([O:15]C(=O)C)[C@@H:8]([CH2:19][O:20]C(=O)C)[O:7][C@H:6]1[O:24][C:25]1[C:29]([CH2:30][C:31]2[CH:36]=[CH:35][C:34]([O:37][CH2:38][CH2:39][CH2:40][NH:41][C:42](=[N:45][C:46]#[N:47])SC)=[CH:33][CH:32]=2)=[C:28]([CH:48]([CH3:50])[CH3:49])[NH:27][N:26]=1)(=O)C.[NH2:51][CH2:52][CH2:53][OH:54].C[O-].[Na+]. Product: [C:46]([N:45]=[C:42]([NH:51][CH2:52][CH2:53][OH:54])[NH:41][CH2:40][CH2:39][CH2:38][O:37][C:34]1[CH:33]=[CH:32][C:31]([CH2:30][C:29]2[C:25]([O:24][C@@H:6]3[O:7][C@H:8]([CH2:19][OH:20])[C@@H:9]([OH:15])[C@H:10]([OH:11])[C@H:5]3[OH:4])=[N:26][NH:27][C:28]=2[CH:48]([CH3:50])[CH3:49])=[CH:36][CH:35]=1)#[N:47]. The catalyst class is: 5. (4) Reactant: C([O:8][CH2:9][C:10]1[NH:11][CH:12]=[C:13]([C:15]([CH3:18])([CH3:17])[CH3:16])[N:14]=1)C1C=CC=CC=1.C(O)C.Cl.[H][H]. Product: [OH:8][CH2:9][C:10]1[NH:11][CH:12]=[C:13]([C:15]([CH3:18])([CH3:17])[CH3:16])[N:14]=1. The catalyst class is: 178. (5) Reactant: [F:1][C:2]1[CH:18]=[CH:17][C:5]([CH2:6][N:7]2[C:15]3[C:10](=[N:11][CH:12]=[CH:13][CH:14]=3)[C:9](I)=[CH:8]2)=[CH:4][CH:3]=1.[NH2:19][C@@H:20]1[CH2:25][CH2:24][C:23]([F:27])([F:26])[CH2:22][C@H:21]1[OH:28].CC1(C)C2C(=C(P(C3C=CC=CC=3)C3C=CC=CC=3)C=CC=2)[O:50][C:32]2C(P(C3C=CC=CC=3)C3C=CC=CC=3)=CC=CC1=2. Product: [F:26][C:23]1([F:27])[CH2:24][CH2:25][C@@H:20]([NH:19][C:32]([C:9]2[C:10]3=[N:11][CH:12]=[CH:13][CH:14]=[C:15]3[N:7]([CH2:6][C:5]3[CH:17]=[CH:18][C:2]([F:1])=[CH:3][CH:4]=3)[CH:8]=2)=[O:50])[C@H:21]([OH:28])[CH2:22]1. The catalyst class is: 164. (6) Reactant: [CH3:1][N:2]1[CH2:7][CH2:6][N:5]([C:8]2[C:17]3[C:12](=[CH:13][C:14]4[CH2:20][CH2:19][NH:18][C:15]=4[CH:16]=3)[CH:11]=[CH:10][N:9]=2)[CH2:4][CH2:3]1.[CH3:21][N:22]1[C:26]([C:27]([F:30])([F:29])[F:28])=[C:25]([C:31](OCC)=[O:32])[CH:24]=[N:23]1.C[Al](C)C.Cl. Product: [CH3:21][N:22]1[C:26]([C:27]([F:28])([F:29])[F:30])=[C:25]([C:31]([N:18]2[C:15]3[CH:16]=[C:17]4[C:12]([CH:11]=[CH:10][N:9]=[C:8]4[N:5]4[CH2:4][CH2:3][N:2]([CH3:1])[CH2:7][CH2:6]4)=[CH:13][C:14]=3[CH2:20][CH2:19]2)=[O:32])[CH:24]=[N:23]1. The catalyst class is: 691. (7) Reactant: Cl.[CH3:2][O:3][C:4]([C@H:6]1[CH2:10][C@H:9]([OH:11])[CH2:8][NH:7]1)=[O:5].C([O-])([O-])=O.[Na+].[Na+].[N:18]([C:21]1[CH:26]=[CH:25][C:24]([O:27][CH2:28][C:29]([F:32])([F:31])[F:30])=[CH:23][CH:22]=1)=[C:19]=[O:20]. Product: [CH3:2][O:3][C:4]([C@H:6]1[CH2:10][C@H:9]([OH:11])[CH2:8][N:7]1[C:19](=[O:20])[NH:18][C:21]1[CH:26]=[CH:25][C:24]([O:27][CH2:28][C:29]([F:31])([F:30])[F:32])=[CH:23][CH:22]=1)=[O:5]. The catalyst class is: 1. (8) Reactant: C([O:3][C:4]([C:6]1[CH:15]=[C:14]2[C:9]([C:10]([C:16]3[C:20]([C:21]4[CH:26]=[CH:25][CH:24]=[C:23]([CH3:27])[N:22]=4)=[N:19][N:18]4[CH2:28][CH2:29][CH2:30][C:17]=34)=[CH:11][CH:12]=[N:13]2)=[CH:8][CH:7]=1)=[O:5])C.[OH-].[Li+]. Product: [CH3:27][C:23]1[N:22]=[C:21]([C:20]2[C:16]([C:10]3[C:9]4[C:14](=[CH:15][C:6]([C:4]([OH:5])=[O:3])=[CH:7][CH:8]=4)[N:13]=[CH:12][CH:11]=3)=[C:17]3[CH2:30][CH2:29][CH2:28][N:18]3[N:19]=2)[CH:26]=[CH:25][CH:24]=1. The catalyst class is: 5.